Dataset: Peptide-MHC class I binding affinity with 185,985 pairs from IEDB/IMGT. Task: Regression. Given a peptide amino acid sequence and an MHC pseudo amino acid sequence, predict their binding affinity value. This is MHC class I binding data. (1) The binding affinity (normalized) is 1.00. The peptide sequence is TTHFQRALIF. The MHC is Mamu-A02 with pseudo-sequence Mamu-A02. (2) The peptide sequence is LALEVARQKR. The MHC is HLA-B35:03 with pseudo-sequence HLA-B35:03. The binding affinity (normalized) is 0.